Dataset: Peptide-MHC class I binding affinity with 185,985 pairs from IEDB/IMGT. Task: Regression. Given a peptide amino acid sequence and an MHC pseudo amino acid sequence, predict their binding affinity value. This is MHC class I binding data. The peptide sequence is ALEPGFKDY. The MHC is HLA-B40:01 with pseudo-sequence HLA-B40:01. The binding affinity (normalized) is 0.0847.